This data is from Full USPTO retrosynthesis dataset with 1.9M reactions from patents (1976-2016). The task is: Predict the reactants needed to synthesize the given product. (1) Given the product [Cl:1][C:2]1[CH:3]=[CH:4][C:5]2[CH2:11][N:10]([C:12](=[O:14])[C:32]3[CH:36]=[CH:37][C:29]([Cl:28])=[CH:30][CH:31]=3)[CH2:9][C:8](=[O:19])[NH:7][C:6]=2[CH:20]=1, predict the reactants needed to synthesize it. The reactants are: [Cl:1][C:2]1[CH:3]=[CH:4][C:5]2[CH2:11][N:10]([C:12]([O:14]C(C)(C)C)=O)[CH2:9][C:8](=[O:19])[NH:7][C:6]=2[CH:20]=1.C(N(CC)CC)C.[Cl:28][C:29]1[CH:37]=[CH:36][C:32](C(Cl)=O)=[CH:31][CH:30]=1.C(OCC)(=O)C. (2) The reactants are: [CH3:1][O:2][C:3]1[CH:22]=[CH:21][C:6]([CH2:7][C@@H:8]2[C:12]3=[N:13][C:14]4[CH:19]=[CH:18][CH:17]=[CH:16][C:15]=4[N:11]3[C:10](=[O:20])[NH:9]2)=[CH:5][CH:4]=1.Cl.[NH2:24][CH2:25][C@@H:26]1[CH2:31][CH2:30][CH2:29][CH2:28][C@H:27]1[OH:32].C(O)(C(F)(F)F)=O. Given the product [NH:11]1[C:15]2[CH:16]=[CH:17][CH:18]=[CH:19][C:14]=2[N:13]=[C:12]1[C@H:8]([NH:9][C:10]([NH:24][CH2:25][C@H:26]1[CH2:31][CH2:30][CH2:29][CH2:28][C@@H:27]1[OH:32])=[O:20])[CH2:7][C:6]1[CH:21]=[CH:22][C:3]([O:2][CH3:1])=[CH:4][CH:5]=1, predict the reactants needed to synthesize it. (3) Given the product [CH3:24][O:23][C:17]1[C:16]2[C:21](=[CH:22][C:13]([CH2:12][N:8]3[S:7](=[O:26])(=[O:25])[NH:6][C:10](=[O:11])[CH2:9]3)=[CH:14][CH:15]=2)[N:20]=[CH:19][CH:18]=1, predict the reactants needed to synthesize it. The reactants are: COC1C=C(OC)C=CC=1C[N:6]1[C:10](=[O:11])[CH2:9][N:8]([CH2:12][C:13]2[CH:22]=[C:21]3[C:16]([C:17]([O:23][CH3:24])=[CH:18][CH:19]=[N:20]3)=[CH:15][CH:14]=2)[S:7]1(=[O:26])=[O:25]. (4) Given the product [CH:1]1([CH2:7][CH2:8][CH2:9][C@@H:10]([C:15]2[O:19][N:18]=[C:17]([C:20]([NH:22][CH2:23][CH2:24][CH3:25])=[O:21])[N:16]=2)[CH2:11][C:12]([NH:42][OH:51])=[O:13])[CH2:6][CH2:5][CH2:4][CH2:3][CH2:2]1, predict the reactants needed to synthesize it. The reactants are: [CH:1]1([CH2:7][CH2:8][CH2:9][C@@H:10]([C:15]2[O:19][N:18]=[C:17]([C:20]([NH:22][CH2:23][CH2:24][CH3:25])=[O:21])[N:16]=2)[CH2:11][C:12](O)=[O:13])[CH2:6][CH2:5][CH2:4][CH2:3][CH2:2]1.C(N(CC)C(C)C)(C)C.F[P-](F)(F)(F)(F)F.[N:42]1([O:51]C(N(C)C)=[N+](C)C)C2N=CC=CC=2N=N1.Cl.NO.